Dataset: Forward reaction prediction with 1.9M reactions from USPTO patents (1976-2016). Task: Predict the product of the given reaction. (1) Given the reactants [C:1]([CH2:3][O:4][C:5]1[CH:6]=[C:7]2[C:12](=[CH:13][CH:14]=1)[N:11]=[C:10]([CH2:15][CH:16]([CH3:18])[CH3:17])[C:9]([CH2:19][NH:20][C:21](=[O:27])[O:22][C:23]([CH3:26])([CH3:25])[CH3:24])=[C:8]2[C:28]1[CH:33]=[CH:32][C:31]([CH3:34])=[CH:30][CH:29]=1)#[N:2].[Cl-].O[NH3+].[C:38](=[O:41])([O-])[O-:39].[Na+].[Na+].C(N1C=CN=C1)([N:46]1C=CN=C1)=O, predict the reaction product. The product is: [CH2:15]([C:10]1[C:9]([CH2:19][NH:20][C:21](=[O:27])[O:22][C:23]([CH3:26])([CH3:25])[CH3:24])=[C:8]([C:28]2[CH:33]=[CH:32][C:31]([CH3:34])=[CH:30][CH:29]=2)[C:7]2[C:12](=[CH:13][CH:14]=[C:5]([O:4][CH2:3][C:1]3[NH:46][C:38](=[O:41])[O:39][N:2]=3)[CH:6]=2)[N:11]=1)[CH:16]([CH3:17])[CH3:18]. (2) Given the reactants Br[C:2]1[CH:22]=[CH:21][CH:20]=[CH:19][C:3]=1[CH2:4][O:5][CH2:6][CH2:7][CH:8]1[CH2:13][CH2:12][N:11]([CH2:14][C:15]([F:18])([F:17])[F:16])[CH2:10][CH2:9]1.[CH3:23][C:24]1([CH3:40])[C:28]([CH3:30])([CH3:29])[O:27][B:26]([B:26]2[O:27][C:28]([CH3:30])([CH3:29])[C:24]([CH3:40])([CH3:23])[O:25]2)[O:25]1.C(=O)([O-])[O-].[K+].[K+].C(OCC)(=O)C.CCCCCCC, predict the reaction product. The product is: [CH3:23][C:24]1([CH3:40])[C:28]([CH3:30])([CH3:29])[O:27][B:26]([C:2]2[CH:22]=[CH:21][CH:20]=[CH:19][C:3]=2[CH2:4][O:5][CH2:6][CH2:7][CH:8]2[CH2:13][CH2:12][N:11]([CH2:14][C:15]([F:18])([F:17])[F:16])[CH2:10][CH2:9]2)[O:25]1. (3) The product is: [CH2:6]([NH:8][C@H:9]([C:14]([NH:36][C@@H:33]1[C@@H:31]2[C@@H:30]([CH2:29][N:28]([S:25]([C:22]3[CH:21]=[CH:20][C:19]([C:18]([F:17])([F:37])[F:38])=[CH:24][CH:23]=3)(=[O:26])=[O:27])[CH2:32]2)[CH2:35][CH2:34]1)=[O:16])[CH2:10][CH:11]([CH3:12])[CH3:13])[C:40]([CH3:45])([CH3:41])[CH3:39]. Given the reactants C(O[C:6]([NH:8][C@H:9]([C:14]([OH:16])=O)[CH2:10][CH:11]([CH3:13])[CH3:12])=O)(C)(C)C.[F:17][C:18]([F:38])([F:37])[C:19]1[CH:24]=[CH:23][C:22]([S:25]([N:28]2[CH2:32][C@@H:31]3[C@@H:33]([NH2:36])[CH2:34][CH2:35][C@@H:30]3[CH2:29]2)(=[O:27])=[O:26])=[CH:21][CH:20]=1.[CH2:39](N1C[C@@H]2[C@@H](N)CC[C@@H]2C1)[C:40]1[CH:45]=CC=C[CH:41]=1, predict the reaction product. (4) Given the reactants [CH2:1]([O:8][C:9]([NH:11][C@H:12]([CH:16]1[CH2:21][CH2:20][CH2:19][CH2:18][CH2:17]1)[C:13]([OH:15])=O)=[O:10])[C:2]1[CH:7]=[CH:6][CH:5]=[CH:4][CH:3]=1.CN([C:25]([O:29][N:30]1N=NC2C=CC=N[C:31]1=2)=[N+](C)C)C.F[P-](F)(F)(F)(F)F.Cl.CNOC.CN1CCOCC1, predict the reaction product. The product is: [CH2:1]([O:8][C:9](=[O:10])[NH:11][C@H:12]([CH:16]1[CH2:21][CH2:20][CH2:19][CH2:18][CH2:17]1)[C:13](=[O:15])[N:30]([O:29][CH3:25])[CH3:31])[C:2]1[CH:3]=[CH:4][CH:5]=[CH:6][CH:7]=1.